This data is from Catalyst prediction with 721,799 reactions and 888 catalyst types from USPTO. The task is: Predict which catalyst facilitates the given reaction. (1) Reactant: [CH2:1]([N:5]1[C:10]2[N:11]=[CH:12][CH:13]=[CH:14][C:9]=2[C:8](=[O:15])O[C:6]1=[O:16])[CH2:2][CH2:3][CH3:4].[O:17]=[S:18]1(=[O:34])[C:23]2[CH:24]=[CH:25][CH:26]=[CH:27][C:22]=2[NH:21][C:20]([CH2:28]C(OCC)=O)=[N:19]1.[H-].[Na+].C(O)(=O)C. The catalyst class is: 295. Product: [CH2:1]([N:5]1[C:10]2[C:9](=[CH:14][CH:13]=[CH:12][N:11]=2)[C:8]([OH:15])=[C:28]([C:20]2[NH:21][C:22]3[CH:27]=[CH:26][CH:25]=[CH:24][C:23]=3[S:18](=[O:34])(=[O:17])[N:19]=2)[C:6]1=[O:16])[CH2:2][CH2:3][CH3:4]. (2) The catalyst class is: 2. Product: [CH3:21][C:6]1[N:5]([CH:3]([CH3:4])[CH:2]=[O:1])[C:9]2=[N:10][CH:11]=[CH:12][CH:13]=[C:8]2[C:7]=1[C:14]([O:16][C:17]([CH3:18])([CH3:20])[CH3:19])=[O:15]. Reactant: [OH:1][CH2:2][CH:3]([N:5]1[C:9]2=[N:10][CH:11]=[CH:12][CH:13]=[C:8]2[C:7]([C:14]([O:16][C:17]([CH3:20])([CH3:19])[CH3:18])=[O:15])=[C:6]1[CH3:21])[CH3:4].